This data is from Full USPTO retrosynthesis dataset with 1.9M reactions from patents (1976-2016). The task is: Predict the reactants needed to synthesize the given product. (1) Given the product [Cl:1][C:2]1[N:3]=[C:4]([N:13]2[CH2:18][CH2:17][O:16][CH2:15][CH2:14]2)[C:5]2[S:10][C:9]([CH2:11][N:19]3[CH2:24][CH2:23][CH:22]([C:25]([N:27]4[CH2:28][CH2:29][N:30]([C:33]([O:35][C:36]([CH3:39])([CH3:38])[CH3:37])=[O:34])[CH2:31][CH2:32]4)=[O:26])[CH2:21][CH2:20]3)=[CH:8][C:6]=2[N:7]=1, predict the reactants needed to synthesize it. The reactants are: [Cl:1][C:2]1[N:3]=[C:4]([N:13]2[CH2:18][CH2:17][O:16][CH2:15][CH2:14]2)[C:5]2[S:10][C:9]([CH:11]=O)=[CH:8][C:6]=2[N:7]=1.[NH:19]1[CH2:24][CH2:23][CH:22]([C:25]([N:27]2[CH2:32][CH2:31][N:30]([C:33]([O:35][C:36]([CH3:39])([CH3:38])[CH3:37])=[O:34])[CH2:29][CH2:28]2)=[O:26])[CH2:21][CH2:20]1.C(OC)(OC)OC.[BH-](OC(C)=O)(OC(C)=O)OC(C)=O.[Na+]. (2) Given the product [OH:38][CH2:32][CH2:37][N:15]([CH3:12])[C:16](=[O:17])[NH:1][C:2]1[CH:7]=[C:6]([O:8][C:9]2[CH:10]=[CH:11][C:12]([NH:15][C:16]([C:18]3[C:19](=[O:31])[N:20]([C:25]4[CH:26]=[CH:27][CH:28]=[CH:29][CH:30]=4)[N:21]([CH3:24])[C:22]=3[CH3:23])=[O:17])=[CH:13][CH:14]=2)[CH:5]=[CH:4][N:3]=1, predict the reactants needed to synthesize it. The reactants are: [NH2:1][C:2]1[CH:7]=[C:6]([O:8][C:9]2[CH:14]=[CH:13][C:12]([NH:15][C:16]([C:18]3[C:19](=[O:31])[N:20]([C:25]4[CH:30]=[CH:29][CH:28]=[CH:27][CH:26]=4)[N:21]([CH3:24])[C:22]=3[CH3:23])=[O:17])=[CH:11][CH:10]=2)[CH:5]=[CH:4][N:3]=1.[C:32]1([O:38]C(Cl)=O)[CH:37]=CC=CC=1. (3) The reactants are: C1C=C(Cl)C=C(C(OO)=O)C=1.[Cl:12][C:13]1[CH:18]=[CH:17][CH:16]=[C:15]([Cl:19])[C:14]=1[N:20]1[CH:31]=[C:30]([C:32]#[C:33][CH2:34][O:35][CH:36]2[CH2:41][CH2:40][CH2:39][CH2:38][O:37]2)[C:23]2[N:24]=[C:25](SC)[N:26]=[CH:27][C:22]=2[C:21]1=[O:42].CCN(C(C)C)C(C)C.[NH2:52][C:53]1[CH:58]=[CH:57][C:56]([N:59]2[CH2:64][CH2:63][N:62]([C:65]([O:67][C:68]([CH3:71])([CH3:70])[CH3:69])=[O:66])[CH2:61][CH2:60]2)=[C:55]([CH3:72])[CH:54]=1. Given the product [Cl:12][C:13]1[CH:18]=[CH:17][CH:16]=[C:15]([Cl:19])[C:14]=1[N:20]1[CH:31]=[C:30]([C:32]#[C:33][CH2:34][O:35][CH:36]2[CH2:41][CH2:40][CH2:39][CH2:38][O:37]2)[C:23]2[N:24]=[C:25]([NH:52][C:53]3[CH:58]=[CH:57][C:56]([N:59]4[CH2:64][CH2:63][N:62]([C:65]([O:67][C:68]([CH3:70])([CH3:69])[CH3:71])=[O:66])[CH2:61][CH2:60]4)=[C:55]([CH3:72])[CH:54]=3)[N:26]=[CH:27][C:22]=2[C:21]1=[O:42], predict the reactants needed to synthesize it.